Task: Predict the product of the given reaction.. Dataset: Forward reaction prediction with 1.9M reactions from USPTO patents (1976-2016) Given the reactants [H-].[Al+3].[Li+].[H-].[H-].[H-].C([O:9][C:10]([C:12]1[C:13]([C:18]([F:21])([F:20])[F:19])=[N:14][O:15][C:16]=1[CH3:17])=O)C.C(OCC)(=O)C.O, predict the reaction product. The product is: [CH3:17][C:16]1[O:15][N:14]=[C:13]([C:18]([F:21])([F:20])[F:19])[C:12]=1[CH2:10][OH:9].